From a dataset of Full USPTO retrosynthesis dataset with 1.9M reactions from patents (1976-2016). Predict the reactants needed to synthesize the given product. (1) Given the product [CH3:12][O:11][C:8]1[CH:9]=[CH:10][C:5]([CH2:4][C@H:3]([CH:19]([CH3:21])[CH3:20])[CH2:2][C:22]#[N:23])=[CH:6][C:7]=1[O:13][CH2:14][CH2:15][CH2:16][O:17][CH3:18], predict the reactants needed to synthesize it. The reactants are: Br[CH2:2][C@@H:3]([CH:19]([CH3:21])[CH3:20])[CH2:4][C:5]1[CH:10]=[CH:9][C:8]([O:11][CH3:12])=[C:7]([O:13][CH2:14][CH2:15][CH2:16][O:17][CH3:18])[CH:6]=1.[C-:22]#[N:23].[Na+].O. (2) Given the product [Br:1][C:2]1[CH:11]=[C:10]2[C:5](=[CH:4][C:3]=1[O:17][CH2:20][CH2:19][CH3:21])[C:6]([CH3:15])([CH3:16])[CH2:7][CH:8]=[C:9]2[CH:12]([CH3:13])[CH3:14], predict the reactants needed to synthesize it. The reactants are: [Br:1][C:2]1[C:3]([OH:17])=[CH:4][C:5]2[C:6]([CH3:16])([CH3:15])[CH2:7][CH:8]=[C:9]([CH:12]([CH3:14])[CH3:13])[C:10]=2[CH:11]=1.I[CH:19]([CH3:21])[CH3:20].